This data is from Full USPTO retrosynthesis dataset with 1.9M reactions from patents (1976-2016). The task is: Predict the reactants needed to synthesize the given product. Given the product [N:1]1([C:2]2[CH:3]=[N:4][CH:5]=[CH:6][CH:7]=2)[CH:12]=[N:10][N:9]=[N:8]1, predict the reactants needed to synthesize it. The reactants are: [NH2:1][C:2]1[CH:3]=[N:4][CH:5]=[CH:6][CH:7]=1.[N-:8]=[N+:9]=[N-:10].[Na+].[CH:12](OC)(OC)OC.CCOC(C)=O.